This data is from Full USPTO retrosynthesis dataset with 1.9M reactions from patents (1976-2016). The task is: Predict the reactants needed to synthesize the given product. (1) The reactants are: [O:1]1[C:5]2([CH2:9][CH2:8][CH:7]([CH2:10][CH2:11][OH:12])[CH2:6]2)[O:4][CH2:3][CH2:2]1.CC(OI1(OC(C)=O)(OC(C)=O)OC(=O)C2C=CC=CC1=2)=O. Given the product [O:1]1[C:5]2([CH2:9][CH2:8][CH:7]([CH2:10][CH:11]=[O:12])[CH2:6]2)[O:4][CH2:3][CH2:2]1, predict the reactants needed to synthesize it. (2) Given the product [OH:1][C:2]1[CH:7]=[CH:6][C:5]([CH3:12])=[CH:4][C:3]=1[N:16]1[N:20]=[C:19]2[CH:21]=[CH:22][CH:23]=[CH:24][C:18]2=[N:17]1, predict the reactants needed to synthesize it. The reactants are: [OH:1][C:2]1[C:7](C(C)(C)C)=[CH:6][C:5]([C:12](C)(C)C)=[CH:4][C:3]=1[N:16]1[N:20]=[C:19]2[CH:21]=[CH:22][CH:23]=[CH:24][C:18]2=[N:17]1.OC1C(C(C)(C)C)=CC(C)=CC=1N1N=C2C=CC=CC2=N1.OC1C(C(C)(C)C)=CC(C(C)(C)C)=CC=1N1N=C2C=CC(Cl)=CC2=N1.OC1C(C(C)(C)C)=CC(C)=CC=1N1N=C2C=CC(Cl)=CC2=N1.OC1C=C(O)C=CC=1C(C1C=CC=CC=1)=O.OC1C=C(OC)C=CC=1C(C1C=CC=CC=1O)=O.OC1C=C(OC)C(S(O)(=O)=O)=CC=1C(C1C=CC=CC=1)=O.C(SC1N=C(SCCCCCCCC)N=C(NC2C=C(C(C)(C)C)C(O)=C(C(C)(C)C)C=2)N=1)CCCCCCC. (3) Given the product [C:12]([C:9]1[CH:10]=[C:11]2[C:6](=[CH:7][C:8]=1[O:14][CH2:15][CH2:16][CH2:17][N:18]1[CH2:23][CH2:22][N:21]([CH3:24])[CH2:20][CH2:19]1)[N:5]=[CH:4][CH:3]=[C:2]2[O:35][C:34]1[C:26]([F:25])=[C:27]2[C:31](=[CH:32][CH:33]=1)[NH:30][C:29]([CH3:36])=[CH:28]2)#[N:13], predict the reactants needed to synthesize it. The reactants are: Cl[C:2]1[C:11]2[C:6](=[CH:7][C:8]([O:14][CH2:15][CH2:16][CH2:17][N:18]3[CH2:23][CH2:22][N:21]([CH3:24])[CH2:20][CH2:19]3)=[C:9]([C:12]#[N:13])[CH:10]=2)[N:5]=[CH:4][CH:3]=1.[F:25][C:26]1[C:34]([OH:35])=[CH:33][CH:32]=[C:31]2[C:27]=1[CH:28]=[C:29]([CH3:36])[NH:30]2. (4) Given the product [Cl:1][CH2:2][CH2:3][CH2:4][O:5][CH:7]1[CH2:8][CH2:9][CH2:10][CH2:11][O:6]1, predict the reactants needed to synthesize it. The reactants are: [Cl:1][CH2:2][CH2:3][CH2:4][OH:5].[O:6]1[CH:11]=[CH:10][CH2:9][CH2:8][CH2:7]1. (5) Given the product [F:38][C:37]([F:39])([F:40])[C:35]1[CH:36]=[C:31](/[CH:17]=[CH:16]/[CH2:15][CH2:14][CH2:13][C@@H:12]([NH:18][C:19](=[O:28])[O:20][CH2:21][C:22]2[CH:23]=[CH:24][CH:25]=[CH:26][CH:27]=2)[C:3]2[CH:4]=[C:5]([C:8]([F:11])([F:10])[F:9])[CH:6]=[CH:7][C:2]=2[Br:1])[CH:32]=[C:33]([C:41]([F:42])([F:43])[F:44])[CH:34]=1, predict the reactants needed to synthesize it. The reactants are: [Br:1][C:2]1[CH:7]=[CH:6][C:5]([C:8]([F:11])([F:10])[F:9])=[CH:4][C:3]=1[C@@H:12]([NH:18][C:19](=[O:28])[O:20][CH2:21][C:22]1[CH:27]=[CH:26][CH:25]=[CH:24][CH:23]=1)[CH2:13][CH2:14][CH2:15][CH:16]=[CH2:17].C([C:31]1[CH:36]=[C:35]([C:37]([F:40])([F:39])[F:38])[CH:34]=[C:33]([C:41]([F:44])([F:43])[F:42])[CH:32]=1)=C.